Dataset: Forward reaction prediction with 1.9M reactions from USPTO patents (1976-2016). Task: Predict the product of the given reaction. (1) Given the reactants Br[C:2]1[CH:3]=[C:4]2[C:9](=[CH:10][C:11]=1[O:12][CH3:13])[N:8]=[C:7]([C:14]1[CH:19]=[CH:18][CH:17]=[C:16]([C:20]([F:23])([F:22])[F:21])[CH:15]=1)[C:6]([CH3:24])=[C:5]2[C:25]([O:27][CH3:28])=[O:26].[CH:29]([S:32]([O-:34])=[O:33])([CH3:31])[CH3:30].[Na+].IC, predict the reaction product. The product is: [CH3:24][C:6]1[C:7]([C:14]2[CH:19]=[CH:18][CH:17]=[C:16]([C:20]([F:22])([F:21])[F:23])[CH:15]=2)=[N:8][C:9]2[C:4]([C:5]=1[C:25]([O:27][CH3:28])=[O:26])=[CH:3][C:2]([S:32]([CH:29]([CH3:31])[CH3:30])(=[O:34])=[O:33])=[C:11]([O:12][CH3:13])[CH:10]=2. (2) Given the reactants [CH3:1][O:2][C:3]1[CH:4]=[C:5]([CH:7]=[CH:8][CH:9]=1)[NH2:6].[N:10]([O-])=O.[Na+].C([O-])(=O)C.[Na+].[C:19]([CH2:22][C:23](=[O:25])[CH3:24])(=[O:21])[CH3:20], predict the reaction product. The product is: [CH3:1][O:2][C:3]1[CH:4]=[C:5]([NH:6][N:10]=[C:22]([C:23](=[O:25])[CH3:24])[C:19](=[O:21])[CH3:20])[CH:7]=[CH:8][CH:9]=1. (3) Given the reactants Cl.[O:2]1[CH2:6][CH2:5][CH:4]([CH2:7][NH2:8])[CH2:3]1.C(N(CC)CC)C.[O:16]([C:23]1[CH:37]=[CH:36][C:26]([CH2:27][C:28]2[O:32][N:31]=[C:30]([C:33](O)=[O:34])[CH:29]=2)=[CH:25][CH:24]=1)[C:17]1[CH:22]=[CH:21][CH:20]=[CH:19][CH:18]=1.ON1C2C=CC=CC=2N=N1.Cl.C(N=C=NCCCN(C)C)C.Cl, predict the reaction product. The product is: [O:2]1[CH2:6][CH2:5][CH:4]([CH2:7][NH:8][C:33]([C:30]2[CH:29]=[C:28]([CH2:27][C:26]3[CH:36]=[CH:37][C:23]([O:16][C:17]4[CH:22]=[CH:21][CH:20]=[CH:19][CH:18]=4)=[CH:24][CH:25]=3)[O:32][N:31]=2)=[O:34])[CH2:3]1. (4) Given the reactants CS(O[CH2:6][C:7]1[CH:12]=[CH:11][CH:10]=[C:9]([CH2:13][CH2:14][CH2:15][O:16][CH:17]2[CH2:22][CH2:21][CH2:20][CH2:19][O:18]2)[CH:8]=1)(=O)=O.[Br-:23].[Li+].C(=O)(O)[O-].[Na+], predict the reaction product. The product is: [Br:23][CH2:6][C:7]1[CH:8]=[C:9]([CH2:13][CH2:14][CH2:15][O:16][CH:17]2[CH2:22][CH2:21][CH2:20][CH2:19][O:18]2)[CH:10]=[CH:11][CH:12]=1. (5) Given the reactants Cl[C:2]1[C:7](=[O:8])[N:6]([CH3:9])[CH:5]=[C:4]2[CH2:10][N:11]([CH2:14][CH2:15][C:16]3[CH:25]=[CH:24][C:23]4[C:18](=[CH:19][CH:20]=[CH:21][CH:22]=4)[N:17]=3)[C:12](=[O:13])[C:3]=12.[CH3:26][N:27]1[C:31](B(O)O)=[CH:30][CH:29]=[N:28]1, predict the reaction product. The product is: [CH3:9][N:6]1[C:7](=[O:8])[C:2]([C:31]2[N:27]([CH3:26])[N:28]=[CH:29][CH:30]=2)=[C:3]2[C:12](=[O:13])[N:11]([CH2:14][CH2:15][C:16]3[CH:25]=[CH:24][C:23]4[C:18](=[CH:19][CH:20]=[CH:21][CH:22]=4)[N:17]=3)[CH2:10][C:4]2=[CH:5]1. (6) Given the reactants [Br:1][C:2]1[N:3]=[C:4]([C@@H:8]2[CH2:12][CH2:11][CH2:10][N:9]2[C:13]([O:15][C:16]([CH3:19])([CH3:18])[CH3:17])=[O:14])[NH:5][C:6]=1Br.[O-]S([O-])=O.[Na+].[Na+], predict the reaction product. The product is: [Br:1][C:2]1[NH:3][C:4]([C@@H:8]2[CH2:12][CH2:11][CH2:10][N:9]2[C:13]([O:15][C:16]([CH3:19])([CH3:18])[CH3:17])=[O:14])=[N:5][CH:6]=1. (7) Given the reactants [C:1]([O:5][C:6](=[O:29])[NH:7][C@H:8]([C:16]1[NH:17][CH:18]=[C:19]([C:21]2[CH:26]=[CH:25][C:24]([C:27]#[N:28])=[CH:23][CH:22]=2)[N:20]=1)[CH2:9][C:10]1[CH:15]=[CH:14][CH:13]=[CH:12][CH:11]=1)([CH3:4])([CH3:3])[CH3:2].Cl.NO.[CH2:33]([N:35](CC)CC)[CH3:34].C(OC(=O)C)(=[O:42])C, predict the reaction product. The product is: [C:1]([O:5][C:6](=[O:29])[NH:7][C@H:8]([C:16]1[NH:17][CH:18]=[C:19]([C:21]2[CH:22]=[CH:23][C:24]([C:27]3[N:35]=[C:33]([CH3:34])[O:42][N:28]=3)=[CH:25][CH:26]=2)[N:20]=1)[CH2:9][C:10]1[CH:15]=[CH:14][CH:13]=[CH:12][CH:11]=1)([CH3:4])([CH3:2])[CH3:3].